This data is from Forward reaction prediction with 1.9M reactions from USPTO patents (1976-2016). The task is: Predict the product of the given reaction. (1) The product is: [CH2:1]([N:8]1[CH2:14][CH:13]2[N:15]([C:27]3[CH:26]=[CH:25][CH:24]=[C:23]([C:22]([F:31])([F:30])[F:21])[CH:28]=3)[CH:10]([CH2:11][CH2:12]2)[CH2:9]1)[C:2]1[CH:3]=[CH:4][CH:5]=[CH:6][CH:7]=1. Given the reactants [CH2:1]([N:8]1[CH2:14][CH:13]2[NH:15][CH:10]([CH2:11][CH2:12]2)[CH2:9]1)[C:2]1[CH:7]=[CH:6][CH:5]=[CH:4][CH:3]=1.C([Li])CCC.[F:21][C:22]([F:31])([F:30])[C:23]1[CH:24]=[C:25](Br)[CH:26]=[CH:27][CH:28]=1, predict the reaction product. (2) Given the reactants Br[C:2]1[CH:18]=[CH:17][C:5]2[O:6][C@H:7]([CH2:10][O:11][CH2:12][CH2:13][CH2:14][CH2:15][CH3:16])[CH2:8][O:9][C:4]=2[CH:3]=1.[C:19]1([C:25](=[N:32][C:33]2([C:38]([O:40][CH2:41][CH3:42])=[O:39])[CH2:37][CH:36]=[CH:35][CH2:34]2)[C:26]2[CH:31]=[CH:30][CH:29]=[CH:28][CH:27]=2)[CH:24]=[CH:23][CH:22]=[CH:21][CH:20]=1.C1(P(C2C=CC=CC=2)C2C=CC=CC=2)C=CC=CC=1.C([O-])(=O)C.[K+], predict the reaction product. The product is: [C:19]1([C:25](=[N:32][C:33]2([C:38]([O:40][CH2:41][CH3:42])=[O:39])[CH2:37][CH:36]([C:2]3[CH:18]=[CH:17][C:5]4[O:6][C@H:7]([CH2:10][O:11][CH2:12][CH2:13][CH2:14][CH2:15][CH3:16])[CH2:8][O:9][C:4]=4[CH:3]=3)[CH:35]=[CH:34]2)[C:26]2[CH:31]=[CH:30][CH:29]=[CH:28][CH:27]=2)[CH:24]=[CH:23][CH:22]=[CH:21][CH:20]=1. (3) Given the reactants [CH:1]1([CH:4]2[CH2:13][C:12](=O)[C:11]3[C:6](=[CH:7][C:8]([O:15][CH3:16])=[CH:9][CH:10]=3)[O:5]2)[CH2:3][CH2:2]1.C([O-])(=O)C.[Na+].Cl.[NH2:23][OH:24], predict the reaction product. The product is: [CH:1]1([CH:4]2[CH2:13][C:12](=[N:23][OH:24])[C:11]3[C:6](=[CH:7][C:8]([O:15][CH3:16])=[CH:9][CH:10]=3)[O:5]2)[CH2:3][CH2:2]1. (4) Given the reactants O[CH2:2][CH2:3][C:4]1[N:13]=[C:12]2[C:7]([CH2:8][CH2:9][CH2:10][NH:11]2)=[CH:6][CH:5]=1.S(Cl)([Cl:16])=O, predict the reaction product. The product is: [Cl:16][CH2:2][CH2:3][C:4]1[N:13]=[C:12]2[C:7]([CH2:8][CH2:9][CH2:10][NH:11]2)=[CH:6][CH:5]=1. (5) Given the reactants CS(O[CH2:6][C@@H:7]([NH:18][C:19]([O:21][C:22]([CH3:25])([CH3:24])[CH3:23])=[O:20])[CH2:8][CH2:9][NH:10][C:11]([O:13][C:14]([CH3:17])([CH3:16])[CH3:15])=[O:12])(=O)=O.[N-:26]=[N+:27]=[N-:28].[Na+], predict the reaction product. The product is: [C:14]([O:13][C:11](=[O:12])[NH:10][CH2:9][CH2:8][C@H:7]([NH:18][C:19]([O:21][C:22]([CH3:25])([CH3:24])[CH3:23])=[O:20])[CH2:6][N:26]=[N+:27]=[N-:28])([CH3:17])([CH3:16])[CH3:15]. (6) The product is: [Br:20][C:17]1[N:16]=[C:15]([CH3:21])[C:14]([N:11]2[CH2:12][CH2:13][C@@H:9]([OH:8])[C:10]2=[O:22])=[CH:19][CH:18]=1. Given the reactants C(#N)C.O.C([O:8][CH:9]1[CH2:13][CH2:12][N:11]([C:14]2[C:15]([CH3:21])=[N:16][C:17]([Br:20])=[CH:18][CH:19]=2)[C:10]1=[O:22])(=O)C, predict the reaction product.